This data is from hERG Central: cardiac toxicity at 1µM, 10µM, and general inhibition. The task is: Predict hERG channel inhibition at various concentrations. The compound is CCC1CCCCN1CCCNC(=O)c1cn(CC)c2ccc(S(=O)(=O)N(C)C3CCCCC3)cc2c1=O. Results: hERG_inhib (hERG inhibition (general)): blocker.